Dataset: Full USPTO retrosynthesis dataset with 1.9M reactions from patents (1976-2016). Task: Predict the reactants needed to synthesize the given product. (1) Given the product [CH:1]1([NH:7][C:8](=[O:9])[NH:10][C:41](=[O:42])[CH2:40][CH2:39][C:36]2[CH:35]=[CH:34][C:33]([O:32][C:29]3[CH:28]=[CH:27][C:26]([C:22](=[CH:21][C:15]4[CH:16]=[C:17]([O:19][CH3:20])[CH:18]=[C:13]([O:12][CH3:11])[CH:14]=4)[C:23]([OH:25])=[O:24])=[CH:31][CH:30]=3)=[CH:38][CH:37]=2)[CH2:6][CH2:5][CH2:4][CH2:3][CH2:2]1, predict the reactants needed to synthesize it. The reactants are: [CH:1]1([NH:7][C:8]([NH2:10])=[O:9])[CH2:6][CH2:5][CH2:4][CH2:3][CH2:2]1.[CH3:11][O:12][C:13]1[CH:14]=[C:15]([CH:21]=[C:22]([C:26]2[CH:31]=[CH:30][C:29]([O:32][C:33]3[CH:38]=[CH:37][C:36]([CH2:39][CH2:40][C:41](OCC)=[O:42])=[CH:35][CH:34]=3)=[CH:28][CH:27]=2)[C:23]([OH:25])=[O:24])[CH:16]=[C:17]([O:19][CH3:20])[CH:18]=1.C(O)(C(F)(F)F)=O.Cl. (2) Given the product [CH3:3][O:4][C:5]1[N:10]=[CH:9][C:8]([N:11]2[C:15]([C:16]3[CH:21]=[N:20][CH:19]=[CH:18][N:17]=3)=[CH:14][C:13]([C:22]([OH:24])=[O:23])=[N:12]2)=[CH:7][CH:6]=1, predict the reactants needed to synthesize it. The reactants are: [OH-].[Na+].[CH3:3][O:4][C:5]1[N:10]=[CH:9][C:8]([N:11]2[C:15]([C:16]3[CH:21]=[N:20][CH:19]=[CH:18][N:17]=3)=[CH:14][C:13]([C:22]([O:24]CC)=[O:23])=[N:12]2)=[CH:7][CH:6]=1.Cl.O. (3) The reactants are: [NH2:1][C:2]1[CH:7]=[CH:6][C:5]([Cl:8])=[CH:4][N:3]=1.Br[CH2:10][C:11]([C:13]1[CH:18]=[CH:17][C:16]([C:19]([F:22])([F:21])[F:20])=[C:15]([N+:23]([O-:25])=[O:24])[CH:14]=1)=O. Given the product [Cl:8][C:5]1[CH:6]=[CH:7][C:2]2[N:3]([CH:10]=[C:11]([C:13]3[CH:18]=[CH:17][C:16]([C:19]([F:22])([F:21])[F:20])=[C:15]([N+:23]([O-:25])=[O:24])[CH:14]=3)[N:1]=2)[CH:4]=1, predict the reactants needed to synthesize it. (4) Given the product [CH3:19][C:20]([NH:21][C:14]([C:12]1[CH:11]=[CH:10][C:9]([O:17][CH3:18])=[C:8]([C:4]2[CH:5]=[CH:6][CH:7]=[C:2]([Cl:1])[CH:3]=2)[N:13]=1)=[O:16])([C:22]1[O:23][CH:24]=[CH:25][N:26]=1)[CH3:27], predict the reactants needed to synthesize it. The reactants are: [Cl:1][C:2]1[CH:3]=[C:4]([C:8]2[N:13]=[C:12]([C:14]([OH:16])=O)[CH:11]=[CH:10][C:9]=2[O:17][CH3:18])[CH:5]=[CH:6][CH:7]=1.[CH3:19][C:20]([CH3:27])([C:22]1[O:23][CH:24]=[CH:25][N:26]=1)[NH2:21]. (5) Given the product [C:23]([Si:20]([CH3:22])([CH3:21])[O:19][CH2:18][CH2:17][N:4]1[CH2:5][CH2:6][N:1]([C:7]2[CH:8]=[C:9]3[C:13](=[CH:14][CH:15]=2)[NH:12][CH:11]=[CH:10]3)[CH2:2][CH2:3]1)([CH3:26])([CH3:25])[CH3:24], predict the reactants needed to synthesize it. The reactants are: [N:1]1([C:7]2[CH:8]=[C:9]3[C:13](=[CH:14][CH:15]=2)[NH:12][CH:11]=[CH:10]3)[CH2:6][CH2:5][NH:4][CH2:3][CH2:2]1.Br[CH2:17][CH2:18][O:19][Si:20]([C:23]([CH3:26])([CH3:25])[CH3:24])([CH3:22])[CH3:21].C([O-])([O-])=O.[K+].[K+].